Dataset: Catalyst prediction with 721,799 reactions and 888 catalyst types from USPTO. Task: Predict which catalyst facilitates the given reaction. (1) Reactant: [CH:1]1[C:10]2[C:5](=[CH:6][CH:7]=[CH:8][CH:9]=2)[CH:4]=[CH:3][C:2]=1[NH2:11].C(N(CC)CC)C.Cl[C:20](=[O:26])[C:21]([O:23][CH2:24][CH3:25])=[O:22]. Product: [CH:1]1[C:10]2[C:5](=[CH:6][CH:7]=[CH:8][CH:9]=2)[CH:4]=[CH:3][C:2]=1[NH:11][C:20]([C:21]([O:23][CH2:24][CH3:25])=[O:22])=[O:26]. The catalyst class is: 4. (2) Reactant: [CH2:1]([O:3][C:4]([N:6]1[C:15]2[C:10](=[N:11][C:12]([O:16][CH3:17])=[CH:13][CH:14]=2)[C@@H:9]([NH:18][C:19]2[N:24]=[C:23]([CH2:25][C:26]3[CH:31]=[C:30]([C:32]([F:35])([F:34])[F:33])[CH:29]=[C:28]([C:36]([F:39])([F:38])[F:37])[CH:27]=3)[C:22]([S:40](CCC(OC)=O)(=[O:42])=[O:41])=[CH:21][N:20]=2)[CH2:8][C@H:7]1[CH2:49][CH3:50])=[O:5])[CH3:2].[OH-].[Na+].Cl.C(OCC)(=[O:56])C. Product: [CH2:1]([O:3][C:4]([N:6]1[C:15]2[C:10](=[N:11][C:12]([O:16][CH3:17])=[CH:13][CH:14]=2)[C@@H:9]([NH:18][C:19]2[N:24]=[C:23]([CH2:25][C:26]3[CH:27]=[C:28]([C:36]([F:37])([F:39])[F:38])[CH:29]=[C:30]([C:32]([F:34])([F:33])[F:35])[CH:31]=3)[C:22]([S:40]([OH:41])(=[O:42])=[O:56])=[CH:21][N:20]=2)[CH2:8][C@H:7]1[CH2:49][CH3:50])=[O:5])[CH3:2]. The catalyst class is: 8. (3) Reactant: C(OC(=O)[NH:7][CH:8]1[C:14](=[O:15])[NH:13][C:12]2[CH:16]=[CH:17][C:18]([C:20]#[N:21])=[CH:19][C:11]=2[CH2:10][CH2:9]1)(C)(C)C.Cl. Product: [NH2:7][CH:8]1[C:14](=[O:15])[NH:13][C:12]2[CH:16]=[CH:17][C:18]([C:20]#[N:21])=[CH:19][C:11]=2[CH2:10][CH2:9]1. The catalyst class is: 2. (4) Reactant: [NH2:1][C:2]1[CH:7]=[C:6]([CH3:8])[CH:5]=[C:4]([CH2:9][CH2:10][C:11]2[NH:26][C:14]3=[N:15][CH:16]=[C:17]([C:19]4[CH:24]=[CH:23][C:22]([CH3:25])=[CH:21][CH:20]=4)[CH:18]=[C:13]3[N:12]=2)[N:3]=1.[ClH:27]. Product: [ClH:27].[NH2:1][C:2]1[CH:7]=[C:6]([CH3:8])[CH:5]=[C:4]([CH2:9][CH2:10][C:11]2[NH:26][C:14]3=[N:15][CH:16]=[C:17]([C:19]4[CH:24]=[CH:23][C:22]([CH3:25])=[CH:21][CH:20]=4)[CH:18]=[C:13]3[N:12]=2)[N:3]=1. The catalyst class is: 268.